Dataset: Forward reaction prediction with 1.9M reactions from USPTO patents (1976-2016). Task: Predict the product of the given reaction. (1) Given the reactants [Br:1][C:2]1[C:10]2[C:5](=[C:6]([F:11])[CH:7]=[CH:8][CH:9]=2)[NH:4][N:3]=1.ClCCl.[CH3:15][C:16]([O:19][C:20](O[C:20]([O:19][C:16]([CH3:18])([CH3:17])[CH3:15])=[O:21])=[O:21])([CH3:18])[CH3:17], predict the reaction product. The product is: [Br:1][C:2]1[C:10]2[C:5](=[C:6]([F:11])[CH:7]=[CH:8][CH:9]=2)[N:4]([C:20]([O:19][C:16]([CH3:18])([CH3:17])[CH3:15])=[O:21])[N:3]=1. (2) Given the reactants BrB(Br)Br.[NH2:5][C:6]1[C:15]2[C:10](=[CH:11][C:12]([CH2:16][NH:17][C:18]([C:20]3[C:21]([CH2:39][O:40]C)=[N:22][N:23]([CH2:25][C:26]4[CH:31]=[CH:30][C:29]([CH2:32][N:33]5[CH:37]=[C:36]([CH3:38])[CH:35]=[N:34]5)=[CH:28][CH:27]=4)[CH:24]=3)=[O:19])=[CH:13][CH:14]=2)[CH:9]=[CH:8][N:7]=1.C(Cl)[Cl:43], predict the reaction product. The product is: [ClH:43].[NH2:5][C:6]1[C:15]2[C:10](=[CH:11][C:12]([CH2:16][NH:17][C:18]([C:20]3[C:21]([CH2:39][OH:40])=[N:22][N:23]([CH2:25][C:26]4[CH:27]=[CH:28][C:29]([CH2:32][N:33]5[CH:37]=[C:36]([CH3:38])[CH:35]=[N:34]5)=[CH:30][CH:31]=4)[CH:24]=3)=[O:19])=[CH:13][CH:14]=2)[CH:9]=[CH:8][N:7]=1. (3) The product is: [C:39]1([CH:26]([C:20]2[CH:25]=[CH:24][CH:23]=[CH:22][CH:21]=2)[N:27]2[C:35]3[C:30](=[CH:31][CH:32]=[C:33]([F:36])[CH:34]=3)[C:29]([OH:37])([C:8]3[C:7]([OH:10])=[CH:6][C:5]4[O:1][CH2:2][CH2:3][C:4]=4[CH:9]=3)[C:28]2=[O:38])[CH:40]=[CH:41][CH:42]=[CH:43][CH:44]=1. Given the reactants [O:1]1[C:5]2[CH:6]=[C:7]([OH:10])[CH:8]=[CH:9][C:4]=2[CH2:3][CH2:2]1.CC1C=C(O)C=CC=1C.[C:20]1([CH:26]([C:39]2[CH:44]=[CH:43][CH:42]=[CH:41][CH:40]=2)[N:27]2[C:35]3[C:30](=[CH:31][CH:32]=[C:33]([F:36])[CH:34]=3)[C:29](=[O:37])[C:28]2=[O:38])[CH:25]=[CH:24][CH:23]=[CH:22][CH:21]=1.C1(C(C2C=CC=CC=2)N2C3C(=CC=CC=3)C(=O)C2=O)C=CC=CC=1, predict the reaction product. (4) Given the reactants [N:1]1([CH2:7][CH2:8][CH2:9][N:10]2C(=O)C3C(=CC=CC=3)C2=O)[CH2:6][CH2:5][S:4][CH2:3][CH2:2]1.O.NN, predict the reaction product. The product is: [N:1]1([CH2:7][CH2:8][CH2:9][NH2:10])[CH2:6][CH2:5][S:4][CH2:3][CH2:2]1.